Dataset: Reaction yield outcomes from USPTO patents with 853,638 reactions. Task: Predict the reaction yield, written as a fraction of the theoretical maximum amount of product (1.0 means a 100% yield; for example, 0.34 means a 34% yield). (1) The reactants are [C:1]([NH:4][C:5]1[CH:10]=[C:9]([C:11]2[N:15]([CH2:16][O:17][CH2:18][CH2:19][Si:20]([CH3:23])([CH3:22])[CH3:21])[C:14]([C:24]([NH2:26])=O)=[C:13]([C:27]3[CH:32]=[CH:31][CH:30]=[CH:29][C:28]=3[CH3:33])[CH:12]=2)[CH:8]=[CH:7][N:6]=1)(=[O:3])[CH3:2].C[N:35]([CH:37](OC)OC)C.O.[NH2:43]N. The catalyst is C1(C)C=CC=CC=1. The product is [CH3:33][C:28]1[CH:29]=[CH:30][CH:31]=[CH:32][C:27]=1[C:13]1[CH:12]=[C:11]([C:9]2[CH:8]=[CH:7][N:6]=[C:5]([NH:4][C:1](=[O:3])[CH3:2])[CH:10]=2)[N:15]([CH2:16][O:17][CH2:18][CH2:19][Si:20]([CH3:22])([CH3:23])[CH3:21])[C:14]=1[C:24]1[NH:26][CH:37]=[N:35][N:43]=1. The yield is 0.950. (2) The reactants are [Br:1][C:2]1[CH:23]=[C:22](/[CH:24]=[CH:25]/[CH:26]([C:31]2[CH:36]=[C:35]([Cl:37])[C:34]([Cl:38])=[C:33]([Cl:39])[CH:32]=2)[C:27]([F:30])([F:29])[F:28])[CH:21]=[CH:20][C:3]=1[C:4]([NH:6][CH:7]1[CH2:12][CH2:11][N:10](C(OC(C)(C)C)=O)[CH2:9][CH2:8]1)=[O:5]. The catalyst is Cl.O1CCOCC1. The product is [Br:1][C:2]1[CH:23]=[C:22](/[CH:24]=[CH:25]/[CH:26]([C:31]2[CH:32]=[C:33]([Cl:39])[C:34]([Cl:38])=[C:35]([Cl:37])[CH:36]=2)[C:27]([F:30])([F:28])[F:29])[CH:21]=[CH:20][C:3]=1[C:4]([NH:6][CH:7]1[CH2:12][CH2:11][NH:10][CH2:9][CH2:8]1)=[O:5]. The yield is 0.880.